This data is from Catalyst prediction with 721,799 reactions and 888 catalyst types from USPTO. The task is: Predict which catalyst facilitates the given reaction. (1) Reactant: C(OC([NH:8][CH2:9][C:10]1[CH:15]=[CH:14][C:13]([C:16]2[S:17][C:18]([C:21](=[O:27])[CH2:22][C:23]([CH3:26])([CH3:25])[CH3:24])=[CH:19][CH:20]=2)=[CH:12][CH:11]=1)=O)(C)(C)C.Cl.O1CCOCC1. Product: [CH3:24][C:23]([CH3:26])([CH3:25])[CH2:22][C:21]([C:18]1[S:17][C:16]([C:13]2[CH:12]=[CH:11][C:10]([CH2:9][NH2:8])=[CH:15][CH:14]=2)=[CH:20][CH:19]=1)=[O:27]. The catalyst class is: 4. (2) Reactant: [F:1][C:2]([F:30])([F:29])[C:3]1[CH:4]=[C:5]([C:9]2[NH:13][C:12]3[CH:14]=[CH:15][CH:16]=[C:17]([NH:18]C(=O)OCC4C=CC=CC=4)[C:11]=3[N:10]=2)[CH:6]=[CH:7][CH:8]=1. Product: [F:30][C:2]([F:1])([F:29])[C:3]1[CH:4]=[C:5]([C:9]2[NH:13][C:12]3[CH:14]=[CH:15][CH:16]=[C:17]([NH2:18])[C:11]=3[N:10]=2)[CH:6]=[CH:7][CH:8]=1. The catalyst class is: 19. (3) Reactant: [NH:1]1[C:5]2[CH:6]=[CH:7][C:8]([C:10]([OH:12])=[O:11])=[CH:9][C:4]=2[N:3]=[N:2]1.S(=O)(=O)(O)O.[CH2:18](O)[CH3:19]. Product: [CH2:18]([O:11][C:10]([C:8]1[CH:7]=[CH:6][C:5]2[NH:1][N:2]=[N:3][C:4]=2[CH:9]=1)=[O:12])[CH3:19]. The catalyst class is: 13. (4) Reactant: [CH:1]1([C:4]2[CH:9]=[CH:8][C:7]([CH:10]3[N:14]([CH2:15][CH2:16][C:17]4[CH:22]=[CH:21][C:20]([O:23][CH3:24])=[CH:19][CH:18]=4)[C:13](=[O:25])[C:12]4([CH2:30][CH2:29][NH:28][CH2:27][CH2:26]4)[N:11]3[CH3:31])=[CH:6][CH:5]=2)[CH2:3][CH2:2]1.C[Si]([N+:36]#[C-:37])(C)C.C([O-])(O)=[O:39].[Na+]. Product: [CH:1]1([C:4]2[CH:9]=[CH:8][C:7]([CH:10]3[N:14]([CH2:15][CH2:16][C:17]4[CH:22]=[CH:21][C:20]([O:23][CH3:24])=[CH:19][CH:18]=4)[C:13](=[O:25])[C:12]4([CH2:26][CH2:27][N:28]([C:37]([NH2:36])=[O:39])[CH2:29][CH2:30]4)[N:11]3[CH3:31])=[CH:6][CH:5]=2)[CH2:3][CH2:2]1. The catalyst class is: 2.